This data is from Catalyst prediction with 721,799 reactions and 888 catalyst types from USPTO. The task is: Predict which catalyst facilitates the given reaction. Reactant: Cl[C:2](=[N:14][OH:15])[C@H:3]1[CH2:8][CH2:7][C@H:6]([C:9]([O:11]CC)=[O:10])[CH2:5][CH2:4]1.[CH2:16]=[C:17](N1CCOCC1)[CH2:18][CH3:19].C(N(CC)CC)C. Product: [CH2:18]([C:17]1[O:15][N:14]=[C:2]([C@H:3]2[CH2:4][CH2:5][C@H:6]([C:9]([OH:11])=[O:10])[CH2:7][CH2:8]2)[CH:16]=1)[CH3:19]. The catalyst class is: 4.